Dataset: Full USPTO retrosynthesis dataset with 1.9M reactions from patents (1976-2016). Task: Predict the reactants needed to synthesize the given product. (1) Given the product [C:1]1([C:7]2([C:21]3[CH:26]=[CH:25][CH:24]=[CH:23][CH:22]=3)[C:16]3[CH:17]=[CH:18][CH:19]=[CH:20][C:15]=3[C:10]3[C:9]2=[CH:14][CH:13]=[CH:12][CH:11]=3)[CH:6]=[CH:5][CH:4]=[CH:3][CH:2]=1, predict the reactants needed to synthesize it. The reactants are: [C:1]1([C:7]([C:21]2[CH:26]=[CH:25][CH:24]=[CH:23][CH:22]=2)([C:9]2[C:10]([C:15]3[CH:20]=[CH:19][CH:18]=[CH:17][CH:16]=3)=[CH:11][CH:12]=[CH:13][CH:14]=2)O)[CH:6]=[CH:5][CH:4]=[CH:3][CH:2]=1.FC(F)(F)C(O)=O.C([O-])(O)=O.[Na+]. (2) Given the product [OH:25][C:26]1([C:17]#[C:18][C:19]2[CH:24]=[CH:23][CH:22]=[CH:21][CH:20]=2)[CH2:31][C:30]2([CH2:32][CH2:33][N:34]([C:37]([O:39][C:40]([CH3:43])([CH3:42])[CH3:41])=[O:38])[CH2:35][CH2:36]2)[O:29][CH2:28][CH2:27]1, predict the reactants needed to synthesize it. The reactants are: OC1([C:17]#[C:18][C:19]2[CH:24]=[CH:23][CH:22]=[CH:21][CH:20]=2)CC2(CCN(C(OCC)=O)CC2)OC1.[O:25]=[C:26]1[CH2:31][C:30]2([CH2:36][CH2:35][N:34]([C:37]([O:39][C:40]([CH3:43])([CH3:42])[CH3:41])=[O:38])[CH2:33][CH2:32]2)[O:29][CH2:28][CH2:27]1. (3) Given the product [CH2:3]([O:5][C@@H:6]([CH2:10][C:11]1[CH:16]=[CH:15][C:14]([O:17][CH2:18][C:19]2[N:20]=[C:21]([C:25]3[CH:30]=[CH:29][CH:28]=[CH:27][C:26]=3[F:31])[O:22][C:23]=2[CH3:24])=[CH:13][C:12]=1[CH3:32])[C:7]([OH:9])=[O:8])[CH3:4], predict the reactants needed to synthesize it. The reactants are: O=O.[CH2:3]([O:5]/[C:6](=[CH:10]\[C:11]1[CH:16]=[CH:15][C:14]([O:17][CH2:18][C:19]2[N:20]=[C:21]([C:25]3[CH:30]=[CH:29][CH:28]=[CH:27][C:26]=3[F:31])[O:22][C:23]=2[CH3:24])=[CH:13][C:12]=1[CH3:32])/[C:7]([OH:9])=[O:8])[CH3:4].[OH-].[Na+].[H][H].Cl. (4) Given the product [CH3:1][N:2]([C:11](=[O:28])[C:12]1[CH:17]=[CH:16][C:15]([C:18]#[C:19][C:31]2[CH:32]=[N:33][CH:34]=[CH:35][CH:36]=2)=[CH:14][C:13]=1[C:21]1[CH:26]=[CH:25][CH:24]=[CH:23][C:22]=1[CH3:27])[C@H:3]([C:8]([OH:10])=[O:9])[CH2:4][CH2:5][S:6][CH3:7], predict the reactants needed to synthesize it. The reactants are: [CH3:1][N:2]([C:11](=[O:28])[C:12]1[CH:17]=[CH:16][C:15]([C:18]#[C:19]Br)=[CH:14][C:13]=1[C:21]1[CH:26]=[CH:25][CH:24]=[CH:23][C:22]=1[CH3:27])[C@H:3]([C:8]([OH:10])=[O:9])[CH2:4][CH2:5][S:6][CH3:7].C[Sn](C)(C)[C:31]1[CH:32]=[N:33][CH:34]=[CH:35][CH:36]=1.ClCCl. (5) The reactants are: [OH:1][CH:2]([CH2:6][CH2:7][CH2:8][CH2:9][CH2:10][CH2:11][CH2:12][CH2:13][CH2:14][CH2:15][CH2:16][CH2:17][CH2:18][CH2:19][CH2:20][CH3:21])[C:3]([OH:5])=[O:4].[CH2:22](O)[CH2:23][OH:24].C1(C)C=CC(S(O)(=O)=O)=CC=1. Given the product [OH:24][CH2:23][CH2:22][C:2]([OH:1])([CH2:6][CH2:7][CH2:8][CH2:9][CH2:10][CH2:11][CH2:12][CH2:13][CH2:14][CH2:15][CH2:16][CH2:17][CH2:18][CH2:19][CH2:20][CH3:21])[C:3]([OH:5])=[O:4], predict the reactants needed to synthesize it. (6) Given the product [C:33]([O:37][C:38](=[O:41])[CH2:39][NH:40][C:27]([C:26]1[CH:25]=[C:24]([C:22]2[S:23][C:16]3=[N:15][C:14]([N:11]4[CH2:10][CH2:9][N:8]([C:6]([O:5][C:1]([CH3:3])([CH3:2])[CH3:4])=[O:7])[CH2:13][CH2:12]4)=[CH:19][C:18](=[O:20])[N:17]3[N:21]=2)[CH:32]=[CH:31][CH:30]=1)=[O:28])([CH3:36])([CH3:35])[CH3:34], predict the reactants needed to synthesize it. The reactants are: [C:1]([O:5][C:6]([N:8]1[CH2:13][CH2:12][N:11]([C:14]2[N:15]=[C:16]3[S:23][C:22]([C:24]4[CH:25]=[C:26]([CH:30]=[CH:31][CH:32]=4)[C:27](O)=[O:28])=[N:21][N:17]3[C:18](=[O:20])[CH:19]=2)[CH2:10][CH2:9]1)=[O:7])([CH3:4])([CH3:3])[CH3:2].[C:33]([O:37][C:38](=[O:41])[CH2:39][NH2:40])([CH3:36])([CH3:35])[CH3:34].C1CN([P+](ON2N=NC3C=CC=CC2=3)(N2CCCC2)N2CCCC2)CC1.F[P-](F)(F)(F)(F)F.C(NC(C)C)(C)C. (7) Given the product [N:16]([CH2:6][C:7]1[CH:12]=[CH:11][C:10]([C:13]#[N:14])=[C:9]([F:15])[CH:8]=1)=[N+:17]=[N-:18], predict the reactants needed to synthesize it. The reactants are: CS(O[CH2:6][C:7]1[CH:12]=[CH:11][C:10]([C:13]#[N:14])=[C:9]([F:15])[CH:8]=1)(=O)=O.[N-:16]=[N+:17]=[N-:18].[Na+].